Task: Predict the reaction yield, written as a fraction of the theoretical maximum amount of product (1.0 means a 100% yield; for example, 0.34 means a 34% yield).. Dataset: Reaction yield outcomes from USPTO patents with 853,638 reactions (1) The reactants are C1(C(C2C=CC=CC=2)[N:8]2[C:16]3[C:11](=[CH:12][CH:13]=[CH:14][CH:15]=3)[C:10]3([C:20]4=[CH:21][C:22]5[O:26][CH2:25][O:24][C:23]=5[CH:27]=[C:19]4[O:18][CH2:17]3)[C:9]2=[O:28])C=CC=CC=1.[H][H]. The catalyst is CCOC(C)=O.C(O)(=O)C.[Pd]. The product is [NH:8]1[C:16]2[C:11](=[CH:12][CH:13]=[CH:14][CH:15]=2)[C:10]2([C:20]3=[CH:21][C:22]4[O:26][CH2:25][O:24][C:23]=4[CH:27]=[C:19]3[O:18][CH2:17]2)[C:9]1=[O:28]. The yield is 0.660. (2) The reactants are [CH3:1][O:2][C:3](=[O:21])[C:4]1[CH:9]=[C:8]([CH:10]([OH:12])[CH3:11])[C:7]([C:13]([F:16])([F:15])[F:14])=[CH:6][C:5]=1[NH:17]C(=O)C.[CH3:22]CN(CC)CC.CS(Cl)(=O)=O. The catalyst is C(Cl)Cl.CO. The product is [CH3:1][O:2][C:3](=[O:21])[C:4]1[CH:9]=[C:8]([CH:10]([O:12][CH3:22])[CH3:11])[C:7]([C:13]([F:16])([F:15])[F:14])=[CH:6][C:5]=1[NH2:17]. The yield is 0.360. (3) The reactants are [OH:1][C:2]1[CH:7]=[C:6]([CH3:8])[C:5]([NH:9][CH:10]=[O:11])=[C:4]([CH3:12])[C:3]=1[CH3:13].Br[CH2:15]/[CH:16]=[CH:17]/[C:18]1[CH:23]=[CH:22][C:21]([F:24])=[CH:20][CH:19]=1. The catalyst is C(OCC)(=O)C.CCCCCC. The product is [F:24][C:21]1[CH:22]=[CH:23][C:18](/[CH:17]=[CH:16]/[CH2:15][O:1][C:2]2[CH:7]=[C:6]([CH3:8])[C:5]([NH:9][CH:10]=[O:11])=[C:4]([CH3:12])[C:3]=2[CH3:13])=[CH:19][CH:20]=1. The yield is 0.520. (4) The reactants are F[C:2]1[CH:9]=[C:8]([F:10])[CH:7]=[CH:6][C:3]=1[C:4]#[N:5].[NH2:11][C@H:12]1[CH2:17][CH2:16][C@H:15]([OH:18])[CH2:14][CH2:13]1.C(N(CC)C(C)C)(C)C.[NH4+].[Cl-]. The catalyst is CS(C)=O. The product is [F:10][C:8]1[CH:7]=[CH:6][C:3]([C:4]#[N:5])=[C:2]([NH:11][CH:12]2[CH2:17][CH2:16][CH:15]([OH:18])[CH2:14][CH2:13]2)[CH:9]=1. The yield is 0.250. (5) The catalyst is C1COCC1. The reactants are [CH2:1]([O:8][C:9]1[CH:14]=[C:13]([Cl:15])[C:12]([CH2:16]O)=[C:11]([Cl:18])[CH:10]=1)[C:2]1[CH:7]=[CH:6][CH:5]=[CH:4][CH:3]=1.P(Br)(Br)[Br:20]. The product is [CH2:1]([O:8][C:9]1[CH:14]=[C:13]([Cl:15])[C:12]([CH2:16][Br:20])=[C:11]([Cl:18])[CH:10]=1)[C:2]1[CH:7]=[CH:6][CH:5]=[CH:4][CH:3]=1. The yield is 0.890. (6) The reactants are [NH:1]1[CH2:6][CH2:5][NH:4][CH2:3][C:2]1=[O:7].C([O-])([O-])=O.[K+].[K+].O.Cl[C:16]([O:18][CH2:19][C:20]1[CH:25]=[CH:24][CH:23]=[CH:22][CH:21]=1)=[O:17]. The catalyst is C1COCC1. The product is [CH2:19]([O:18][C:16]([N:4]1[CH2:5][CH2:6][NH:1][C:2](=[O:7])[CH2:3]1)=[O:17])[C:20]1[CH:25]=[CH:24][CH:23]=[CH:22][CH:21]=1. The yield is 1.00. (7) The reactants are C(OC([N:8]1[CH2:13][CH:12]=[C:11]([C:14]2[CH:19]=[C:18]([CH:20]3[CH2:24][CH2:23][CH2:22][CH2:21]3)[C:17]([O:25]C(OC)=O)=[CH:16][C:15]=2[NH:30][C:31]([CH:33]2[O:38][C:37]3[CH:39]=[CH:40][C:41]([C:43]#[N:44])=[CH:42][C:36]=3[N:35](C(OCC)=O)[CH2:34]2)=[O:32])[CH2:10][CH2:9]1)=O)(C)(C)C.[OH-].[Na+].Cl. The catalyst is CO.O. The product is [C:43]([C:41]1[CH:40]=[CH:39][C:37]2[O:38][CH:33]([C:31]([NH:30][C:15]3[CH:16]=[C:17]([OH:25])[C:18]([CH:20]4[CH2:21][CH2:22][CH2:23][CH2:24]4)=[CH:19][C:14]=3[C:11]3[CH2:12][CH2:13][NH:8][CH2:9][CH:10]=3)=[O:32])[CH2:34][NH:35][C:36]=2[CH:42]=1)#[N:44]. The yield is 0.190. (8) The reactants are [C:1]([C:3]1[CH:8]=[CH:7][CH:6]=[CH:5][C:4]=1[C:9]1[CH:14]=[CH:13][C:12]([CH2:15][C:16]2[C:17](=[O:42])[N:18]([C@H:28]3[CH2:33][CH2:32][C@H:31]([O:34][CH2:35][C:36](N(OC)C)=[O:37])[CH2:30][CH2:29]3)[C:19]3[N:20]([N:25]=[CH:26][N:27]=3)[C:21]=2[CH2:22][CH2:23][CH3:24])=[CH:11][CH:10]=1)#[N:2].[CH3:43][Mg]Br.Cl. The catalyst is O1CCCC1. The product is [O:42]=[C:17]1[C:16]([CH2:15][C:12]2[CH:11]=[CH:10][C:9]([C:4]3[C:3]([C:1]#[N:2])=[CH:8][CH:7]=[CH:6][CH:5]=3)=[CH:14][CH:13]=2)=[C:21]([CH2:22][CH2:23][CH3:24])[N:20]2[N:25]=[CH:26][N:27]=[C:19]2[N:18]1[C@H:28]1[CH2:33][CH2:32][C@H:31]([O:34][CH2:35][C:36](=[O:37])[CH3:43])[CH2:30][CH2:29]1. The yield is 0.690.